This data is from Catalyst prediction with 721,799 reactions and 888 catalyst types from USPTO. The task is: Predict which catalyst facilitates the given reaction. Reactant: [Si:1]([O:8][CH2:9][C:10]([NH:13][C:14]([C:16]1[C:20]2=[N:21][C:22]([C:25]3[C:33]4[C:28](=[CH:29][C:30]([F:34])=[CH:31][CH:32]=4)[NH:27][N:26]=3)=[CH:23][N:24]=[C:19]2[N:18]([C:35]([C:48]2[CH:53]=[CH:52][CH:51]=[CH:50][CH:49]=2)([C:42]2[CH:47]=[CH:46][CH:45]=[CH:44][CH:43]=2)[C:36]2[CH:41]=[CH:40][CH:39]=[CH:38][CH:37]=2)[CH:17]=1)=[O:15])([CH3:12])[CH3:11])([C:4]([CH3:7])([CH3:6])[CH3:5])([CH3:3])[CH3:2].Cl[CH2:55][CH2:56][C:57](=[O:59])[CH3:58].C([O-])([O-])=O.[K+].[K+].O. Product: [Si:1]([O:8][CH2:9][C:10]([NH:13][C:14]([C:16]1[C:20]2=[N:21][C:22]([C:25]3[C:33]4[C:28](=[CH:29][C:30]([F:34])=[CH:31][CH:32]=4)[N:27]([CH2:55][CH2:56][C:57](=[O:59])[CH3:58])[N:26]=3)=[CH:23][N:24]=[C:19]2[N:18]([C:35]([C:36]2[CH:37]=[CH:38][CH:39]=[CH:40][CH:41]=2)([C:42]2[CH:43]=[CH:44][CH:45]=[CH:46][CH:47]=2)[C:48]2[CH:49]=[CH:50][CH:51]=[CH:52][CH:53]=2)[CH:17]=1)=[O:15])([CH3:11])[CH3:12])([C:4]([CH3:6])([CH3:7])[CH3:5])([CH3:2])[CH3:3]. The catalyst class is: 3.